Dataset: Peptide-MHC class I binding affinity with 185,985 pairs from IEDB/IMGT. Task: Regression. Given a peptide amino acid sequence and an MHC pseudo amino acid sequence, predict their binding affinity value. This is MHC class I binding data. (1) The peptide sequence is AMGAASLTLTA. The MHC is Mamu-B01 with pseudo-sequence Mamu-B01. The binding affinity (normalized) is 0. (2) The peptide sequence is SVHQFFWFQ. The MHC is HLA-A02:11 with pseudo-sequence HLA-A02:11. The binding affinity (normalized) is 0.0847. (3) The peptide sequence is SVSGTFVAEF. The MHC is HLA-A32:01 with pseudo-sequence HLA-A32:01. The binding affinity (normalized) is 0.224. (4) The peptide sequence is GSLLHGLWPY. The MHC is HLA-A26:01 with pseudo-sequence HLA-A26:01. The binding affinity (normalized) is 0.0558. (5) The peptide sequence is AKIALAVYK. The MHC is HLA-A24:03 with pseudo-sequence HLA-A24:03. The binding affinity (normalized) is 0.0847. (6) The MHC is HLA-A02:01 with pseudo-sequence HLA-A02:01. The binding affinity (normalized) is 0. The peptide sequence is RSNNKFTLK. (7) The binding affinity (normalized) is 0.693. The peptide sequence is ALTDLGLLYT. The MHC is HLA-A02:01 with pseudo-sequence HLA-A02:01. (8) The peptide sequence is VGNVYVKF. The MHC is HLA-A03:01 with pseudo-sequence HLA-A03:01. The binding affinity (normalized) is 0. (9) The peptide sequence is TVIYRGTTF. The MHC is HLA-B57:01 with pseudo-sequence HLA-B57:01. The binding affinity (normalized) is 0.0847. (10) The peptide sequence is LEEDIQHFL. The MHC is HLA-B15:01 with pseudo-sequence HLA-B15:01. The binding affinity (normalized) is 0.0847.